This data is from Catalyst prediction with 721,799 reactions and 888 catalyst types from USPTO. The task is: Predict which catalyst facilitates the given reaction. (1) Reactant: [H-].[Na+].[CH3:3][N:4]([CH3:8])[CH2:5][CH2:6][OH:7].[F:9][C:10]1[CH:11]=[C:12]([CH:33]=[CH:34][CH:35]=1)[CH2:13][O:14][C:15]1[CH:32]=[CH:31][C:18]([NH:19][C:20]2[C:29]3[C:24](=[CH:25][CH:26]=[CH:27][C:28]=3F)[N:23]=[CH:22][N:21]=2)=[CH:17][CH:16]=1.[Cl-].[NH4+]. Product: [F:9][C:10]1[CH:11]=[C:12]([CH:33]=[CH:34][CH:35]=1)[CH2:13][O:14][C:15]1[CH:32]=[CH:31][C:18]([NH:19][C:20]2[C:29]3[C:24](=[CH:25][CH:26]=[CH:27][C:28]=3[O:7][CH2:6][CH2:5][N:4]([CH3:8])[CH3:3])[N:23]=[CH:22][N:21]=2)=[CH:17][CH:16]=1. The catalyst class is: 12. (2) Reactant: Cl.[NH2:2][CH2:3][CH2:4][N:5]1[CH2:11][CH2:10][C:9]2[CH:12]=[CH:13][C:14]([C:16]3[N:20]=[C:19]([C:21]4[CH:22]=[CH:23][C:24]([O:29][CH:30]([CH3:32])[CH3:31])=[C:25]([CH:28]=4)[C:26]#[N:27])[O:18][N:17]=3)=[CH:15][C:8]=2[CH2:7][CH2:6]1.[CH3:33][O:34][C:35](Cl)=[O:36]. Product: [C:26]([C:25]1[CH:28]=[C:21]([C:19]2[O:18][N:17]=[C:16]([C:14]3[CH:13]=[CH:12][C:9]4[CH2:10][CH2:11][N:5]([CH2:4][CH2:3][NH:2][C:35](=[O:36])[O:34][CH3:33])[CH2:6][CH2:7][C:8]=4[CH:15]=3)[N:20]=2)[CH:22]=[CH:23][C:24]=1[O:29][CH:30]([CH3:32])[CH3:31])#[N:27]. The catalyst class is: 202.